This data is from Peptide-MHC class I binding affinity with 185,985 pairs from IEDB/IMGT. The task is: Regression. Given a peptide amino acid sequence and an MHC pseudo amino acid sequence, predict their binding affinity value. This is MHC class I binding data. (1) The peptide sequence is VSANVKGNW. The MHC is HLA-A24:03 with pseudo-sequence HLA-A24:03. The binding affinity (normalized) is 0.0847. (2) The peptide sequence is SAAIAGLF. The MHC is HLA-B35:03 with pseudo-sequence HLA-B35:03. The binding affinity (normalized) is 0. (3) The peptide sequence is TLYCVHQEI. The MHC is HLA-A02:01 with pseudo-sequence HLA-A02:01. The binding affinity (normalized) is 0.820. (4) The peptide sequence is FLDQWWTEY. The MHC is HLA-A01:01 with pseudo-sequence HLA-A01:01. The binding affinity (normalized) is 0.991. (5) The peptide sequence is KVRDRNFQL. The MHC is HLA-B15:01 with pseudo-sequence HLA-B15:01. The binding affinity (normalized) is 0.0847. (6) The peptide sequence is NHINHELSL. The MHC is HLA-B38:01 with pseudo-sequence HLA-B38:01. The binding affinity (normalized) is 0.575.